This data is from Reaction yield outcomes from USPTO patents with 853,638 reactions. The task is: Predict the reaction yield, written as a fraction of the theoretical maximum amount of product (1.0 means a 100% yield; for example, 0.34 means a 34% yield). (1) The reactants are [CH3:1][C:2]1[O:6][N:5]=[C:4]([C:7]2[CH:12]=[CH:11][CH:10]=[CH:9][CH:8]=2)[C:3]=1[CH2:13][O:14][C:15]1[CH:23]=[C:22]([C:24]([F:27])([F:26])[F:25])[C:18]([C:19](O)=[O:20])=[CH:17][N:16]=1.[NH2:28][CH:29]1[CH2:34][CH2:33][O:32][CH2:31][CH2:30]1. No catalyst specified. The product is [CH3:1][C:2]1[O:6][N:5]=[C:4]([C:7]2[CH:12]=[CH:11][CH:10]=[CH:9][CH:8]=2)[C:3]=1[CH2:13][O:14][C:15]1[CH:23]=[C:22]([C:24]([F:27])([F:25])[F:26])[C:18]([C:19]([NH:28][CH:29]2[CH2:34][CH2:33][O:32][CH2:31][CH2:30]2)=[O:20])=[CH:17][N:16]=1. The yield is 0.450. (2) The reactants are [CH3:1][O:2][CH2:3][CH2:4][O:5][CH2:6][CH2:7][O:8][CH2:9][CH2:10][C:11]1[CH:16]=[CH:15][C:14]([N+:17]([O-])=O)=[CH:13][CH:12]=1. The catalyst is C(O)C.[Pd]. The product is [CH3:1][O:2][CH2:3][CH2:4][O:5][CH2:6][CH2:7][O:8][CH2:9][CH2:10][C:11]1[CH:16]=[CH:15][C:14]([NH2:17])=[CH:13][CH:12]=1. The yield is 0.980. (3) The reactants are [C:1]([C:4]1[CH:5]=[CH:6][C:7]([Cl:15])=[C:8]([NH:10][S:11]([CH3:14])(=[O:13])=[O:12])[CH:9]=1)(=[O:3])[CH3:2].CO[CH:18](OC)[N:19]([CH3:21])[CH3:20].[C:24](OCC)(=O)C. The catalyst is CN(C)C=O.C(OCC)(=O)C.CC(O)C. The product is [Cl:15][C:7]1[CH:6]=[CH:5][C:4]([C:1](=[O:3])[CH:2]=[CH:18][N:19]([CH3:21])[CH3:20])=[CH:9][C:8]=1[N:10]([CH3:24])[S:11]([CH3:14])(=[O:13])=[O:12]. The yield is 0.400. (4) The reactants are [CH3:1][C:2]1([CH3:12])[O:6][C:5](=[CH:7][C:8](Cl)=[O:9])[C:4](=[O:11])[O:3]1.[Cl:13][C:14]1[CH:15]=[C:16]([CH2:21][CH2:22][CH2:23][NH:24][O:25][CH3:26])[CH:17]=[CH:18][C:19]=1[Cl:20]. No catalyst specified. The product is [Cl:13][C:14]1[CH:15]=[C:16]([CH2:21][CH2:22][CH2:23][N:24]([O:25][CH3:26])[C:8](=[O:9])[CH:7]=[C:5]2[C:4](=[O:11])[O:3][C:2]([CH3:12])([CH3:1])[O:6]2)[CH:17]=[CH:18][C:19]=1[Cl:20]. The yield is 0.950. (5) The reactants are Br[C:2]1[CH:7]=[CH:6][CH:5]=[CH:4][N:3]=1.[Cl:8][CH2:9][CH2:10][CH2:11][C:12]#[CH:13]. No catalyst specified. The product is [Cl:8][CH2:9][CH2:10][CH2:11][C:12]#[C:13][C:2]1[CH:7]=[CH:6][CH:5]=[CH:4][N:3]=1. The yield is 0.610. (6) The reactants are [F:1][C:2]1[CH:31]=[C:30]([F:32])[CH:29]=[CH:28][C:3]=1[O:4][C:5]1[CH:10]=[CH:9][C:8]([NH:11][S:12]([CH2:15][CH3:16])(=[O:14])=[O:13])=[CH:7][C:6]=1[C:17]1[C:22]([O:23][CH2:24][CH3:25])=[CH:21][C:20](=[O:26])[N:19]([CH3:27])[CH:18]=1.[C:33]([O-:36])([O-])=O.[K+].[K+]. No catalyst specified. The product is [F:1][C:2]1[CH:31]=[C:30]([F:32])[CH:29]=[CH:28][C:3]=1[O:4][C:5]1[CH:10]=[CH:9][C:8]([N:11]([CH2:2][C@H:3]2[CH2:33][O:36][CH2:6][CH2:5][O:4]2)[S:12]([CH2:15][CH3:16])(=[O:13])=[O:14])=[CH:7][C:6]=1[C:17]1[C:22]([O:23][CH2:24][CH3:25])=[CH:21][C:20](=[O:26])[N:19]([CH3:27])[CH:18]=1. The yield is 0.320.